Dataset: Catalyst prediction with 721,799 reactions and 888 catalyst types from USPTO. Task: Predict which catalyst facilitates the given reaction. (1) The catalyst class is: 16. Reactant: [CH3:1][CH:2]1[O:7][C:6]2[C:8]([CH2:19][CH2:20][CH3:21])=[CH:9][C:10]([CH2:12][N:13]3[CH2:18][CH2:17][NH:16][CH2:15][CH2:14]3)=[CH:11][C:5]=2[NH:4][C:3]1=[O:22].F[C:24]1[CH:33]=[CH:32][C:27]([C:28]([NH:30][CH3:31])=[O:29])=[CH:26][CH:25]=1.C1CCN2C(=NCCC2)CC1.C([O-])([O-])=O.[K+].[K+]. Product: [CH3:31][NH:30][C:28](=[O:29])[C:27]1[CH:32]=[CH:33][C:24]([N:16]2[CH2:15][CH2:14][N:13]([CH2:12][C:10]3[CH:9]=[C:8]([CH2:19][CH2:20][CH3:21])[C:6]4[O:7][CH:2]([CH3:1])[C:3](=[O:22])[NH:4][C:5]=4[CH:11]=3)[CH2:18][CH2:17]2)=[CH:25][CH:26]=1. (2) Reactant: C(NC(C)C)(C)C.C([Li])CCC.[CH3:13][O:14][C:15]([N:17]1[CH2:22][CH2:21][C:20](=[O:23])[N:19]([CH3:24])[C@@H:18]1[C:25]([CH3:28])([CH3:27])[CH3:26])=[O:16].[F:29][C:30]1[CH:35]=[C:34]([F:36])[CH:33]=[CH:32][C:31]=1[CH2:37][C@@H:38]([CH2:41]I)[CH2:39][CH3:40]. Product: [CH3:13][O:14][C:15]([N:17]1[CH2:22][CH:21]([CH2:41][CH:38]([CH2:37][C:31]2[CH:32]=[CH:33][C:34]([F:36])=[CH:35][C:30]=2[F:29])[CH2:39][CH3:40])[C:20](=[O:23])[N:19]([CH3:24])[CH:18]1[C:25]([CH3:28])([CH3:27])[CH3:26])=[O:16]. The catalyst class is: 1. (3) Reactant: CC1C=CC(S(O[CH2:12][C@H:13]2[CH2:22][CH2:21][C:20]3[C:15](=[C:16]([O:23][CH3:24])[CH:17]=[CH:18][CH:19]=3)[O:14]2)(=O)=O)=CC=1.[NH:25]1[CH2:30][CH:29]=[C:28]([C:31]2[C:39]3[C:34](=[CH:35][CH:36]=[CH:37][CH:38]=3)[NH:33][CH:32]=2)[CH2:27][CH2:26]1. Product: [CH3:24][O:23][C:16]1[CH:17]=[CH:18][CH:19]=[C:20]2[C:15]=1[O:14][C@@H:13]([CH2:12][N:25]1[CH2:26][CH:27]=[C:28]([C:31]3[C:39]4[C:34](=[CH:35][CH:36]=[CH:37][CH:38]=4)[NH:33][CH:32]=3)[CH2:29][CH2:30]1)[CH2:22][CH2:21]2. The catalyst class is: 148. (4) Reactant: [Cl:1][C:2]1[CH:10]=[CH:9][C:8]([C:11]2[N:12]([C:22]([O:24][C:25]([CH3:28])([CH3:27])[CH3:26])=[O:23])[C:13]3[C:18]([CH:19]=2)=[CH:17][C:16]([CH:20]=O)=[CH:15][CH:14]=3)=[C:7]2[C:3]=1[CH2:4][NH:5][C:6]2=[O:29].[CH3:30][CH:31]1[CH2:36][CH2:35][NH:34][CH2:33][CH2:32]1.C(O)(=O)C.C(O[BH-](OC(=O)C)OC(=O)C)(=O)C.[Na+].C(=O)([O-])O.[Na+]. Product: [Cl:1][C:2]1[CH:10]=[CH:9][C:8]([C:11]2[N:12]([C:22]([O:24][C:25]([CH3:27])([CH3:26])[CH3:28])=[O:23])[C:13]3[C:18]([CH:19]=2)=[CH:17][C:16]([CH2:20][N:34]2[CH2:35][CH2:36][CH:31]([CH3:30])[CH2:32][CH2:33]2)=[CH:15][CH:14]=3)=[C:7]2[C:3]=1[CH2:4][NH:5][C:6]2=[O:29]. The catalyst class is: 47. (5) Reactant: Br[C:2]1[C:7]2[S:8][C:9]([C:11]3[C:16]([Cl:17])=[CH:15][CH:14]=[CH:13][C:12]=3[Cl:18])=[N:10][C:6]=2[CH:5]=[CH:4][N:3]=1.[NH2:19][C:20]1[N:25]=[C:24]([CH3:26])[N:23]=[C:22]([N:27]2[CH2:32][CH2:31][N:30]([CH2:33][CH2:34][OH:35])[CH2:29][CH2:28]2)[CH:21]=1.CC1(C)C2C(=C(P(C3C=CC=CC=3)C3C=CC=CC=3)C=CC=2)OC2C(P(C3C=CC=CC=3)C3C=CC=CC=3)=CC=CC1=2.C([O-])([O-])=O.[Cs+].[Cs+]. Product: [Cl:18][C:12]1[CH:13]=[CH:14][CH:15]=[C:16]([Cl:17])[C:11]=1[C:9]1[S:8][C:7]2[C:2]([NH:19][C:20]3[N:25]=[C:24]([CH3:26])[N:23]=[C:22]([N:27]4[CH2:32][CH2:31][N:30]([CH2:33][CH2:34][OH:35])[CH2:29][CH2:28]4)[CH:21]=3)=[N:3][CH:4]=[CH:5][C:6]=2[N:10]=1. The catalyst class is: 62. (6) Reactant: CN(C(ON1N=NC2C=CC=NC1=2)=[N+](C)C)C.F[P-](F)(F)(F)(F)F.C1C=NC2N(O)N=NC=2C=1.CCN(C(C)C)C(C)C.[Cl:44][C:45]1[N:50]=[C:49]([NH:51][CH2:52][CH2:53][CH2:54][CH2:55][C:56](O)=[O:57])[CH:48]=[C:47]([N:59]2[CH2:64][CH2:63][O:62][CH2:61][CH2:60]2)[N:46]=1. Product: [Cl:44][C:45]1[N:50]=[C:49]([N:51]2[CH2:52][CH2:53][CH2:54][CH2:55][C:56]2=[O:57])[CH:48]=[C:47]([N:59]2[CH2:64][CH2:63][O:62][CH2:61][CH2:60]2)[N:46]=1. The catalyst class is: 22. (7) Reactant: [H-].[Al+3].[Li+].[H-].[H-].[H-].[C:7]([O:11][C:12]([N:14]([CH2:22][C:23]1[CH:31]=[CH:30][C:26]([C:27]([O-])=[O:28])=[CH:25][CH:24]=1)[CH2:15][C:16]1[CH:21]=[CH:20][CH:19]=[CH:18][N:17]=1)=[O:13])([CH3:10])([CH3:9])[CH3:8].O.[OH-].[Na+]. Product: [OH:28][CH2:27][C:26]1[CH:25]=[CH:24][C:23]([CH2:22][N:14]([CH2:15][C:16]2[CH:21]=[CH:20][CH:19]=[CH:18][N:17]=2)[C:12](=[O:13])[O:11][C:7]([CH3:9])([CH3:10])[CH3:8])=[CH:31][CH:30]=1. The catalyst class is: 1. (8) Reactant: [OH:1][C:2]1[CH:11]=[C:10]2[C:5]([CH2:6][CH2:7][C:8](=[O:12])[NH:9]2)=[CH:4][CH:3]=1.C(=O)([O-])[O-].[K+].[K+].Br[CH2:20][C:21]1[CH:33]=[CH:32][C:24]([C:25]([O:27][C:28]([CH3:31])([CH3:30])[CH3:29])=[O:26])=[CH:23][CH:22]=1.O. Product: [O:12]=[C:8]1[CH2:7][CH2:6][C:5]2[C:10](=[CH:11][C:2]([O:1][CH2:20][C:21]3[CH:33]=[CH:32][C:24]([C:25]([O:27][C:28]([CH3:29])([CH3:31])[CH3:30])=[O:26])=[CH:23][CH:22]=3)=[CH:3][CH:4]=2)[NH:9]1. The catalyst class is: 483.